From a dataset of Catalyst prediction with 721,799 reactions and 888 catalyst types from USPTO. Predict which catalyst facilitates the given reaction. Reactant: [C:1]1([N:7]2[C:11]([C:12]#[C:13][Si](C)(C)C)=[CH:10][CH:9]=[N:8]2)[CH:6]=[CH:5][CH:4]=[CH:3][CH:2]=1.C(=O)([O-])[O-].[K+].[K+]. Product: [C:12]([C:11]1[N:7]([C:1]2[CH:6]=[CH:5][CH:4]=[CH:3][CH:2]=2)[N:8]=[CH:9][CH:10]=1)#[CH:13]. The catalyst class is: 5.